Dataset: Catalyst prediction with 721,799 reactions and 888 catalyst types from USPTO. Task: Predict which catalyst facilitates the given reaction. (1) The catalyst class is: 2. Reactant: C(OC(=O)[NH:7][C:8]1([C:12]2[CH:17]=[CH:16][C:15]([C:18]3[C:23](=[O:24])[C:22]4[CH:25]=[CH:26][C:27]5[N:28]=[CH:29][N:30](COCC[Si](C)(C)C)[C:31]=5[C:21]=4[O:20][C:19]=3[C:40]3[CH:45]=[CH:44][CH:43]=[CH:42][CH:41]=3)=[CH:14][CH:13]=2)[CH2:11][CH2:10][CH2:9]1)(C)(C)C.C(OC(=O)N)(C)(C)C.C(O)(C(F)(F)F)=O. Product: [NH2:7][C:8]1([C:12]2[CH:13]=[CH:14][C:15]([C:18]3[C:23](=[O:24])[C:22]4[CH:25]=[CH:26][C:27]5[N:28]=[CH:29][NH:30][C:31]=5[C:21]=4[O:20][C:19]=3[C:40]3[CH:45]=[CH:44][CH:43]=[CH:42][CH:41]=3)=[CH:16][CH:17]=2)[CH2:11][CH2:10][CH2:9]1. (2) Reactant: [Br:1][C:2]1[CH:7]=[CH:6][C:5]([C:8]2(O)[CH2:13][CH2:12][N:11]([CH2:14][C:15]3[CH:20]=[CH:19][CH:18]=[CH:17][CH:16]=3)[CH2:10][CH2:9]2)=[CH:4][CH:3]=1.O.C1(C)C=CC(S(O)(=O)=O)=CC=1. Product: [Br:1][C:2]1[CH:3]=[CH:4][C:5]([C:8]2[CH2:13][CH2:12][N:11]([CH2:14][C:15]3[CH:16]=[CH:17][CH:18]=[CH:19][CH:20]=3)[CH2:10][CH:9]=2)=[CH:6][CH:7]=1. The catalyst class is: 308. (3) Reactant: P(Cl)(Cl)(Cl)=O.[CH3:6][O:7][C:8]1[C:13]2[S:14][CH:15]=[CH:16][C:12]=2[CH:11]=[CH:10][CH:9]=1.[C:17]([O-])(=[O:19])C.[Na+]. Product: [CH3:6][O:7][C:8]1[C:13]2[S:14][CH:15]=[CH:16][C:12]=2[C:11]([CH:17]=[O:19])=[CH:10][CH:9]=1. The catalyst class is: 18. (4) The catalyst class is: 7. Reactant: [CH3:1][O:2][C:3]1[CH:11]=[C:10]2[C:6]([CH2:7][CH:8]([NH:13][C:14](=[O:18])[O:15][CH2:16][CH3:17])[C:9]2=[O:12])=[CH:5][CH:4]=1. Product: [CH2:7]([C:9]1([OH:12])[C:10]2[C:6](=[CH:5][CH:4]=[C:3]([O:2][CH3:1])[CH:11]=2)[CH2:7][CH:8]1[NH:13][C:14](=[O:18])[O:15][CH2:16][CH3:17])[C:6]1[CH:10]=[CH:11][CH:3]=[CH:4][CH:5]=1.